From a dataset of Forward reaction prediction with 1.9M reactions from USPTO patents (1976-2016). Predict the product of the given reaction. (1) Given the reactants [C:1]([O:5][C:6]([N:8]1[CH2:13][CH2:12][C:11](=O)[CH2:10][CH2:9]1)=[O:7])([CH3:4])([CH3:3])[CH3:2].C(=O)([O-])[O-].[K+].[K+].C(OP([CH2:29][C:30]#[N:31])(=O)OCC)C, predict the reaction product. The product is: [C:1]([O:5][C:6]([N:8]1[CH2:13][CH2:12][C:11](=[CH:29][C:30]#[N:31])[CH2:10][CH2:9]1)=[O:7])([CH3:4])([CH3:3])[CH3:2]. (2) Given the reactants C([O:4][C@@H:5]([CH2:11][C:12]1[CH:17]=[CH:16][CH:15]=[CH:14][C:13]=1[O:18][CH:19]1[CH2:24][CH2:23][CH2:22][CH2:21][O:20]1)[C:6]([O:8][CH2:9][CH3:10])=[O:7])(=O)C.[O-]CC.[Na+], predict the reaction product. The product is: [OH:4][C@@H:5]([CH2:11][C:12]1[CH:17]=[CH:16][CH:15]=[CH:14][C:13]=1[O:18][CH:19]1[CH2:24][CH2:23][CH2:22][CH2:21][O:20]1)[C:6]([O:8][CH2:9][CH3:10])=[O:7]. (3) Given the reactants [C:1]([O:5][C:6]([NH:8][CH:9]([CH2:20][C:21]1[CH:26]=[CH:25][CH:24]=[C:23]([OH:27])[CH:22]=1)[C:10]([O:12][CH2:13][C:14]1[CH:19]=[CH:18][CH:17]=[CH:16][CH:15]=1)=[O:11])=[O:7])([CH3:4])([CH3:3])[CH3:2].C(=O)([O-])[O-].[K+].[K+].[CH2:34](Br)[C:35]1[CH:40]=[CH:39][CH:38]=[CH:37][CH:36]=1, predict the reaction product. The product is: [CH2:34]([O:27][C:23]1[CH:22]=[C:21]([CH2:20][CH:9]([NH:8][C:6]([O:5][C:1]([CH3:4])([CH3:2])[CH3:3])=[O:7])[C:10]([O:12][CH2:13][C:14]2[CH:19]=[CH:18][CH:17]=[CH:16][CH:15]=2)=[O:11])[CH:26]=[CH:25][CH:24]=1)[C:35]1[CH:40]=[CH:39][CH:38]=[CH:37][CH:36]=1.